Dataset: Reaction yield outcomes from USPTO patents with 853,638 reactions. Task: Predict the reaction yield, written as a fraction of the theoretical maximum amount of product (1.0 means a 100% yield; for example, 0.34 means a 34% yield). (1) The reactants are C1COCC1.[B:15]1([B:15]2[O:19][C:18]([CH3:21])([CH3:20])[C:17]([CH3:23])([CH3:22])[O:16]2)[O:19][C:18]([CH3:21])([CH3:20])[C:17]([CH3:23])([CH3:22])[O:16]1.C([O-])(=O)C.[K+].Br[C:30]1[C:31]2[CH:38]=[CH:37][CH:36]=[CH:35][C:32]=2[S:33][CH:34]=1. The catalyst is O. The product is [S:33]1[CH:34]=[C:30]([B:15]2[O:16][C:17]([CH3:22])([CH3:23])[C:18]([CH3:20])([CH3:21])[O:19]2)[C:31]2[CH:38]=[CH:37][CH:36]=[CH:35][C:32]1=2. The yield is 0.583. (2) The reactants are [Cl:1][C:2]1[CH:7]=[CH:6][CH:5]=[CH:4][C:3]=1[C:8]#[C:9][C:10]1[S:23][C:13]2[C:14]3[CH:22]=[N:21][CH:20]=[CH:19][C:15]=3[O:16][CH2:17][CH2:18][C:12]=2[CH:11]=1.[N-:24]=[N+:25]=[N-:26].[Na+].O. The catalyst is CS(C)=O. The product is [S:23]1[C:13]2[C:14]3[CH:22]=[N:21][CH:20]=[CH:19][C:15]=3[O:16][CH2:17][CH2:18][C:12]=2[CH:11]=[C:10]1[C:9]1[C:8]([C:3]2[CH:4]=[CH:5][CH:6]=[CH:7][C:2]=2[Cl:1])=[N:26][NH:25][N:24]=1. The yield is 0.180. (3) The reactants are [BH4-].[Na+].[CH2:3]([C:5]1([Li])[CH:9]=[CH:8][CH:7]=[CH:6]1)[CH3:4].[CH2:11]([C:13]1[CH2:17][CH:16]=[CH:15][CH:14]=1)[CH3:12].C([Li])CCC.[Cl-].[Cl-].[Cl-].[Cl-].[Cl-].[Ta+5:28]. The catalyst is C1COCC1. The product is [CH2:3]([C:5]1([TaH3:28][C:13]2([CH2:11][CH3:12])[CH:17]=[CH:16][CH:15]=[CH:14]2)[CH:9]=[CH:8][CH:7]=[CH:6]1)[CH3:4]. The yield is 0.342.